Dataset: Full USPTO retrosynthesis dataset with 1.9M reactions from patents (1976-2016). Task: Predict the reactants needed to synthesize the given product. (1) Given the product [CH3:22][O:23][C:24]([CH:26]1[N:30]([C:14](=[O:16])[CH:13]([NH:12][C:10](=[O:11])[CH:9]([N:8]([C:6]([O:5][C:1]([CH3:2])([CH3:3])[CH3:4])=[O:7])[CH3:21])[CH3:20])[CH:17]([CH3:19])[CH3:18])[CH2:29][CH2:28][S:27]1)=[O:25], predict the reactants needed to synthesize it. The reactants are: [C:1]([O:5][C:6]([N:8]([CH3:21])[CH:9]([CH3:20])[C:10]([NH:12][CH:13]([CH:17]([CH3:19])[CH3:18])[C:14]([OH:16])=O)=[O:11])=[O:7])([CH3:4])([CH3:3])[CH3:2].[CH3:22][O:23][C:24]([CH:26]1[NH:30][CH2:29][CH2:28][S:27]1)=[O:25].Cl.C(N=C=NCCCN(C)C)C.O.ON1C2C=CC=CC=2N=N1.CN1CCOCC1. (2) Given the product [CH:1]1([C:4]2[N:13]=[C:12]([N:14]3[CH2:19][CH2:18][N:17]([C:20]4[CH:25]=[CH:24][C:23]([C:37]#[N:40])=[CH:22][C:21]=4[O:27][CH3:28])[CH2:16][CH2:15]3)[C:11]3[C:6](=[CH:7][C:8]([O:31][CH3:32])=[C:9]([O:29][CH3:30])[CH:10]=3)[N:5]=2)[CH2:3][CH2:2]1, predict the reactants needed to synthesize it. The reactants are: [CH:1]1([C:4]2[N:13]=[C:12]([N:14]3[CH2:19][CH2:18][N:17]([C:20]4[CH:25]=[CH:24][C:23](F)=[CH:22][C:21]=4[O:27][CH3:28])[CH2:16][CH2:15]3)[C:11]3[C:6](=[CH:7][C:8]([O:31][CH3:32])=[C:9]([O:29][CH3:30])[CH:10]=3)[N:5]=2)[CH2:3][CH2:2]1.FC1C=C[C:37]([N:40]2CCNCC2)=C(OC)C=1.COC1C=C(C=CC=1N1CCNCC1)C#N. (3) Given the product [Br-:7].[Br:7][CH2:8][CH2:9][CH2:10][CH2:11][CH2:12][CH2:13][N+:16]([CH3:18])([CH3:17])[CH3:15], predict the reactants needed to synthesize it. The reactants are: C(OCC)(=O)C.[Br:7][CH2:8][CH2:9][CH2:10][CH2:11][CH2:12][CH2:13]Br.[CH3:15][N:16]([CH3:18])[CH3:17]. (4) Given the product [CH3:1][O:2][C:3](=[O:4])[C:5]1[CH:10]=[C:9]([C:18]2[CH2:22][CH2:21][CH2:20][CH:19]=2)[C:8]([O:12][CH2:13][C:14]([F:17])([F:16])[F:15])=[N:7][CH:6]=1, predict the reactants needed to synthesize it. The reactants are: [CH3:1][O:2][C:3]([C:5]1[CH:6]=[N:7][C:8]([O:12][CH2:13][C:14]([F:17])([F:16])[F:15])=[C:9](Br)[CH:10]=1)=[O:4].[C:18]1(B2OC(C)(C)C(C)(C)O2)[CH2:22][CH2:21][CH2:20][CH:19]=1. (5) Given the product [CH3:41][C:16]1([CH3:42])[C:17]2[C:22](=[CH:21][C:20]([NH:23][C:24](=[O:40])[C:25]3[CH:30]=[CH:29][CH:28]=[N:27][C:26]=3[NH:31][CH2:32][C:33]3[CH:38]=[CH:37][C:36]([F:39])=[CH:35][CH:34]=3)=[CH:19][CH:18]=2)[N:14]([CH:11]2[CH2:12][CH2:13][NH:8][CH2:9][CH2:10]2)[CH2:15]1, predict the reactants needed to synthesize it. The reactants are: C([N:8]1[CH2:13][CH2:12][CH:11]([N:14]2[C:22]3[C:17](=[CH:18][CH:19]=[C:20]([NH:23][C:24](=[O:40])[C:25]4[CH:30]=[CH:29][CH:28]=[N:27][C:26]=4[NH:31][CH2:32][C:33]4[CH:38]=[CH:37][C:36]([F:39])=[CH:35][CH:34]=4)[CH:21]=3)[C:16]([CH3:42])([CH3:41])[CH2:15]2)[CH2:10][CH2:9]1)(OC(C)(C)C)=O. (6) Given the product [N:21]1([CH2:20][C:16]2[CH:15]=[C:14]([CH:19]=[CH:18][CH:17]=2)[O:13][C:10]2[CH:11]=[CH:12][C:7]3[N:6]4[CH2:22][CH2:23][CH2:24][CH:5]4[NH:4][S:3](=[O:2])(=[O:25])[C:8]=3[CH:9]=2)[CH:28]=[CH:32][CH:31]=[CH:30]1, predict the reactants needed to synthesize it. The reactants are: Cl.[O:2]=[S:3]1(=[O:25])[C:8]2[CH:9]=[C:10]([O:13][C:14]3[CH:15]=[C:16]([CH2:20][NH2:21])[CH:17]=[CH:18][CH:19]=3)[CH:11]=[CH:12][C:7]=2[N:6]2[CH2:22][CH2:23][CH2:24][CH:5]2[NH:4]1.CO[CH:28]1[CH2:32][CH2:31][CH:30](OC)O1.O.CC(O)=O. (7) Given the product [C:25]([O-:31])(=[O:26])[CH3:27].[NH4+:2].[C:25]([OH:31])([C:27]([F:30])([F:29])[F:28])=[O:26].[C:72](=[O:71])([O-:73])[NH2:74], predict the reactants needed to synthesize it. The reactants are: C[N:2](C(ON1N=NC2C=CC=NC1=2)=[N+](C)C)C.F[P-](F)(F)(F)(F)F.[C:25]([OH:31])([C:27]([F:30])([F:29])[F:28])=[O:26].N1CCC[C@H]1C1NC2C=CC(C3C=CC4C(=CC(C5C=CC6N=C([C@@H]7CCCN7)NC=6C=5)=CC=4)C=3)=CC=2N=1.C[O:71][C:72]([NH:74][C@H](C(C)C)C(O)=O)=[O:73].CCN(C(C)C)C(C)C. (8) Given the product [C:1]([C:5]1[C:13]2[O:12][CH:11]([CH2:14][NH:15][C:27](=[O:28])[O:29][CH2:30][C:31]3[CH:36]=[CH:35][CH:34]=[CH:33][CH:32]=3)[CH2:10][C:9]=2[CH:8]=[C:7]([Cl:16])[CH:6]=1)([CH3:4])([CH3:2])[CH3:3], predict the reactants needed to synthesize it. The reactants are: [C:1]([C:5]1[C:13]2[O:12][CH:11]([CH2:14][NH2:15])[CH2:10][C:9]=2[CH:8]=[C:7]([Cl:16])[CH:6]=1)([CH3:4])([CH3:3])[CH3:2].C(N(C(C)C)CC)(C)C.Cl[C:27]([O:29][CH2:30][C:31]1[CH:36]=[CH:35][CH:34]=[CH:33][CH:32]=1)=[O:28]. (9) Given the product [CH2:12]([O:11][CH2:10][C@H:9]([OH:8])[CH2:19][N:1]([C:20]([O:22][C:23]([CH3:26])([CH3:25])[CH3:24])=[O:21])[CH2:2][C:3]([OH:5])=[O:4])[C:13]1[CH:18]=[CH:17][CH:16]=[CH:15][CH:14]=1, predict the reactants needed to synthesize it. The reactants are: [NH2:1][CH2:2][C:3]([OH:5])=[O:4].[OH-].[Na+].[O:8]1[CH2:19][C@@H:9]1[CH2:10][O:11][CH2:12][C:13]1[CH:18]=[CH:17][CH:16]=[CH:15][CH:14]=1.[C:20](O[C:20]([O:22][C:23]([CH3:26])([CH3:25])[CH3:24])=[O:21])([O:22][C:23]([CH3:26])([CH3:25])[CH3:24])=[O:21]. (10) Given the product [ClH:2].[Cl:2][C:3]1[CH:35]=[CH:34][C:6]([NH:7][C:8]2[C:17]3[C:12](=[CH:13][C:14]([O:20][CH:21]4[CH2:26][CH2:25][NH:24][CH2:23][CH2:22]4)=[C:15]([O:18][CH3:19])[CH:16]=3)[N:11]=[CH:10][N:9]=2)=[C:5]([F:36])[CH:4]=1, predict the reactants needed to synthesize it. The reactants are: Cl.[Cl:2][C:3]1[CH:35]=[CH:34][C:6]([NH:7][C:8]2[C:17]3[C:12](=[CH:13][C:14]([O:20][CH:21]4[CH2:26][CH2:25][N:24](C(OC(C)(C)C)=O)[CH2:23][CH2:22]4)=[C:15]([O:18][CH3:19])[CH:16]=3)[N:11]=[CH:10][N:9]=2)=[C:5]([F:36])[CH:4]=1.